From a dataset of Forward reaction prediction with 1.9M reactions from USPTO patents (1976-2016). Predict the product of the given reaction. Given the reactants [Br:1][C:2]1[CH:9]=[CH:8][C:5]([CH:6]=O)=[C:4]([CH3:10])[CH:3]=1.[N:11]1([C:17]([O:19][C:20]([CH3:23])([CH3:22])[CH3:21])=[O:18])[CH2:16][CH2:15][NH:14][CH2:13][CH2:12]1.C(N(CC)CC)C.C(O[BH-](OC(=O)C)OC(=O)C)(=O)C.[Na+], predict the reaction product. The product is: [Br:1][C:2]1[CH:9]=[CH:8][C:5]([CH2:6][N:14]2[CH2:13][CH2:12][N:11]([C:17]([O:19][C:20]([CH3:23])([CH3:22])[CH3:21])=[O:18])[CH2:16][CH2:15]2)=[C:4]([CH3:10])[CH:3]=1.